From a dataset of Reaction yield outcomes from USPTO patents with 853,638 reactions. Predict the reaction yield, written as a fraction of the theoretical maximum amount of product (1.0 means a 100% yield; for example, 0.34 means a 34% yield). (1) The reactants are [CH3:1][C:2]1([CH3:9])[O:6][C@@H:5]([CH2:7][OH:8])[CH2:4][O:3]1.Cl[C:11]1[CH:16]=[CH:15][N:14]=[C:13]([NH2:17])[CH:12]=1.[Na]. The catalyst is CO. The product is [CH3:1][C:2]1([CH3:9])[O:6][C@@H:5]([CH2:7][O:8][C:11]2[CH:16]=[CH:15][N:14]=[C:13]([NH2:17])[CH:12]=2)[CH2:4][O:3]1. The yield is 0.220. (2) The reactants are [CH2:1]([O:3][C:4]([C:6]1[N:7]=[C:8]2[N:14]([C:15](=[O:25])[C:16]=1[O:17][CH2:18][C:19]1[CH:24]=[CH:23][CH:22]=[CH:21][CH:20]=1)[CH2:13][CH:12]1[CH2:26][CH2:27][C:9]2([O:28][CH2:29][CH2:30][OH:31])[CH2:10][CH2:11]1)=[O:5])C.[H-].[Na+].[CH3:34]I. The catalyst is CN(C=O)C. The product is [CH3:1][O:3][C:4]([C:6]1[N:7]=[C:8]2[N:14]([C:15](=[O:25])[C:16]=1[O:17][CH2:18][C:19]1[CH:24]=[CH:23][CH:22]=[CH:21][CH:20]=1)[CH2:13][CH:12]1[CH2:26][CH2:27][C:9]2([O:28][CH2:29][CH2:30][O:31][CH3:34])[CH2:10][CH2:11]1)=[O:5]. The yield is 0.0800. (3) The reactants are [OH:1][CH2:2][C@:3]([C:6]1[CH:24]=[CH:23][C:9]([C:10]([NH:12][C:13]2[N:18]=[CH:17][C:16]3[CH:19]=[CH:20][N:21]([CH3:22])[C:15]=3[CH:14]=2)=[O:11])=[CH:8][CH:7]=1)([OH:5])[CH3:4].C1C(=O)N([Cl:32])C(=O)C1. The catalyst is CN(C=O)C. The product is [Cl:32][C:19]1[C:16]2[CH:17]=[N:18][C:13]([NH:12][C:10](=[O:11])[C:9]3[CH:23]=[CH:24][C:6]([C@@:3]([OH:5])([CH3:4])[CH2:2][OH:1])=[CH:7][CH:8]=3)=[CH:14][C:15]=2[N:21]([CH3:22])[CH:20]=1. The yield is 0.160.